The task is: Predict the reactants needed to synthesize the given product.. This data is from Full USPTO retrosynthesis dataset with 1.9M reactions from patents (1976-2016). Given the product [CH2:1]([O:3][C:4](=[O:32])[CH2:5][N:6]([S:45]([NH:44][C:40]([CH3:43])([CH3:42])[CH3:41])(=[O:47])=[O:46])[CH2:7][C:8]1[CH:13]=[CH:12][CH:11]=[C:10]([O:14][CH2:15][C:16]2[N:17]=[C:18]([C:22]3[CH:23]=[CH:24][C:25]([C:28]([F:31])([F:30])[F:29])=[CH:26][CH:27]=3)[O:19][C:20]=2[CH3:21])[CH:9]=1)[CH3:2], predict the reactants needed to synthesize it. The reactants are: [CH2:1]([O:3][C:4](=[O:32])[CH2:5][NH:6][CH2:7][C:8]1[CH:13]=[CH:12][CH:11]=[C:10]([O:14][CH2:15][C:16]2[N:17]=[C:18]([C:22]3[CH:27]=[CH:26][C:25]([C:28]([F:31])([F:30])[F:29])=[CH:24][CH:23]=3)[O:19][C:20]=2[CH3:21])[CH:9]=1)[CH3:2].C(N(CC)CC)C.[C:40]([NH:44][S:45](Cl)(=[O:47])=[O:46])([CH3:43])([CH3:42])[CH3:41].